Dataset: Full USPTO retrosynthesis dataset with 1.9M reactions from patents (1976-2016). Task: Predict the reactants needed to synthesize the given product. (1) Given the product [NH2:1][C:2]1[CH:7]=[CH:6][N:5]=[C:4]([NH:8][CH2:9][CH2:10][CH2:11][O:12][C:13]2[CH:29]=[CH:28][C:16]3[CH2:17][C@H:18]([CH2:23][C:24]([OH:26])=[O:25])[C:19](=[O:22])[NH:20][CH2:21][C:15]=3[CH:14]=2)[CH:3]=1, predict the reactants needed to synthesize it. The reactants are: [NH2:1][C:2]1[CH:7]=[CH:6][N:5]=[C:4]([NH:8][CH2:9][CH2:10][CH2:11][O:12][C:13]2[CH:29]=[CH:28][C:16]3[CH2:17][C@H:18]([CH2:23][C:24]([O:26]C)=[O:25])[C:19](=[O:22])[NH:20][CH2:21][C:15]=3[CH:14]=2)[CH:3]=1.N1C=CC=CC=1NCCCOC1C=CC2CC(CC(OCC)=O)C(=O)NCC=2C=1. (2) Given the product [C:1]([O:4][C:5]1[CH:10]=[CH:9][C:8]([C:11]2[O:12][C:13]3[C:19]([CH3:20])=[CH:18][C:17]([O:21][C:22](=[O:24])[CH3:23])=[CH:16][C:14]=3[C:15]=2[Br:25])=[CH:7][CH:6]=1)(=[O:3])[CH3:2], predict the reactants needed to synthesize it. The reactants are: [C:1]([O:4][C:5]1[CH:10]=[CH:9][C:8]([C:11]2[O:12][C:13]3[C:19]([CH3:20])=[CH:18][C:17]([O:21][C:22](=[O:24])[CH3:23])=[CH:16][C:14]=3[CH:15]=2)=[CH:7][CH:6]=1)(=[O:3])[CH3:2].[Br:25]Br.